From a dataset of NCI-60 drug combinations with 297,098 pairs across 59 cell lines. Regression. Given two drug SMILES strings and cell line genomic features, predict the synergy score measuring deviation from expected non-interaction effect. (1) Drug 1: CS(=O)(=O)CCNCC1=CC=C(O1)C2=CC3=C(C=C2)N=CN=C3NC4=CC(=C(C=C4)OCC5=CC(=CC=C5)F)Cl. Drug 2: CC1C(C(CC(O1)OC2CC(OC(C2O)C)OC3=CC4=CC5=C(C(=O)C(C(C5)C(C(=O)C(C(C)O)O)OC)OC6CC(C(C(O6)C)O)OC7CC(C(C(O7)C)O)OC8CC(C(C(O8)C)O)(C)O)C(=C4C(=C3C)O)O)O)O. Cell line: HCT-15. Synergy scores: CSS=25.9, Synergy_ZIP=-3.27, Synergy_Bliss=-1.45, Synergy_Loewe=-0.476, Synergy_HSA=-0.361. (2) Drug 1: C1CC(=O)NC(=O)C1N2CC3=C(C2=O)C=CC=C3N. Drug 2: CC12CCC3C(C1CCC2=O)CC(=C)C4=CC(=O)C=CC34C. Synergy scores: CSS=41.5, Synergy_ZIP=2.31, Synergy_Bliss=5.38, Synergy_Loewe=7.48, Synergy_HSA=7.45. Cell line: BT-549. (3) Drug 1: C1=CC=C(C=C1)NC(=O)CCCCCCC(=O)NO. Drug 2: COC1=C2C(=CC3=C1OC=C3)C=CC(=O)O2. Cell line: NCI-H226. Synergy scores: CSS=-1.27, Synergy_ZIP=0.496, Synergy_Bliss=-0.836, Synergy_Loewe=-5.39, Synergy_HSA=-4.04. (4) Drug 1: CC1C(C(CC(O1)OC2CC(CC3=C2C(=C4C(=C3O)C(=O)C5=C(C4=O)C(=CC=C5)OC)O)(C(=O)C)O)N)O.Cl. Drug 2: CN(C)C1=NC(=NC(=N1)N(C)C)N(C)C. Cell line: NCI-H522. Synergy scores: CSS=17.5, Synergy_ZIP=0.614, Synergy_Bliss=5.98, Synergy_Loewe=-17.5, Synergy_HSA=2.99. (5) Drug 1: CC1C(C(=O)NC(C(=O)N2CCCC2C(=O)N(CC(=O)N(C(C(=O)O1)C(C)C)C)C)C(C)C)NC(=O)C3=C4C(=C(C=C3)C)OC5=C(C(=O)C(=C(C5=N4)C(=O)NC6C(OC(=O)C(N(C(=O)CN(C(=O)C7CCCN7C(=O)C(NC6=O)C(C)C)C)C)C(C)C)C)N)C. Drug 2: C1CCC(C(C1)N)N.C(=O)(C(=O)[O-])[O-].[Pt+4]. Cell line: UO-31. Synergy scores: CSS=18.9, Synergy_ZIP=3.22, Synergy_Bliss=2.41, Synergy_Loewe=-2.40, Synergy_HSA=1.90. (6) Drug 1: CCCCCOC(=O)NC1=NC(=O)N(C=C1F)C2C(C(C(O2)C)O)O. Drug 2: C1CN(P(=O)(OC1)NCCCl)CCCl. Cell line: HL-60(TB). Synergy scores: CSS=-6.34, Synergy_ZIP=3.51, Synergy_Bliss=1.23, Synergy_Loewe=-6.68, Synergy_HSA=-6.12. (7) Drug 1: CC1=C(C=C(C=C1)NC(=O)C2=CC=C(C=C2)CN3CCN(CC3)C)NC4=NC=CC(=N4)C5=CN=CC=C5. Drug 2: C1CC(=O)NC(=O)C1N2C(=O)C3=CC=CC=C3C2=O. Cell line: DU-145. Synergy scores: CSS=-6.55, Synergy_ZIP=2.84, Synergy_Bliss=-1.35, Synergy_Loewe=-3.48, Synergy_HSA=-4.67.